Dataset: Catalyst prediction with 721,799 reactions and 888 catalyst types from USPTO. Task: Predict which catalyst facilitates the given reaction. (1) Reactant: C(OC(=O)[NH:7][C:8]1[N:9]([CH3:26])[N:10]=[C:11]2[C:16]=1[CH2:15][CH2:14][CH2:13][N:12]2[C:17]1[C:22]([CH3:23])=[CH:21][C:20]([CH3:24])=[CH:19][C:18]=1[Cl:25])(C)(C)C.FC(F)(F)C(O)=O. Product: [Cl:25][C:18]1[CH:19]=[C:20]([CH3:24])[CH:21]=[C:22]([CH3:23])[C:17]=1[N:12]1[CH2:13][CH2:14][CH2:15][C:16]2=[C:8]([NH2:7])[N:9]([CH3:26])[N:10]=[C:11]12. The catalyst class is: 4. (2) Reactant: [Cl:1][C:2]1[CH:27]=[N:26][C:5]2=[N:6][C:7]([N:12]3[CH2:16][CH2:15][C@@H:14]([N:17]([CH3:25])[C:18](=[O:24])[O:19][C:20]([CH3:23])([CH3:22])[CH3:21])[CH2:13]3)=[C:8]([NH:10][NH2:11])[N:9]=[C:4]2[CH:3]=1.[CH:28](OC)(OC)OC. Product: [Cl:1][C:2]1[CH:27]=[N:26][C:5]2[N:6]=[C:7]([N:12]3[CH2:16][CH2:15][C@@H:14]([N:17]([CH3:25])[C:18](=[O:24])[O:19][C:20]([CH3:23])([CH3:21])[CH3:22])[CH2:13]3)[C:8]3[N:9]([CH:28]=[N:11][N:10]=3)[C:4]=2[CH:3]=1. The catalyst class is: 28. (3) Reactant: [C:1]([O:5][C:6]([N:8]1[CH2:13][CH2:12][C@@H:11]([NH2:14])[C@H:10]([OH:15])[CH2:9]1)=[O:7])([CH3:4])([CH3:3])[CH3:2].[Br:16][C:17]1[CH:18]=[CH:19][C:20](F)=[C:21]([N+:23]([O-:25])=[O:24])[CH:22]=1.C(N(CC)CC)C. The catalyst class is: 13. Product: [C:1]([O:5][C:6]([N:8]1[CH2:13][CH2:12][C@@H:11]([NH:14][C:20]2[CH:19]=[CH:18][C:17]([Br:16])=[CH:22][C:21]=2[N+:23]([O-:25])=[O:24])[C@H:10]([OH:15])[CH2:9]1)=[O:7])([CH3:4])([CH3:2])[CH3:3]. (4) Reactant: [CH2:1]([C:3]1[N:8]=[C:7]([C:9]([NH2:11])=[O:10])[C:6]([NH:12][C:13]2[CH:18]=[CH:17][C:16]([CH:19]3[CH2:24][CH2:23][NH:22][CH2:21][CH2:20]3)=[CH:15][CH:14]=2)=[N:5][C:4]=1[NH:25][C@H:26]1[CH2:31][CH2:30][C@H:29]([OH:32])[CH2:28][CH2:27]1)[CH3:2].ClC(Cl)C.[C:37](OC(=O)C)(=[O:39])[CH3:38].C(=O)([O-])O.[Na+]. Product: [C:37]([N:22]1[CH2:21][CH2:20][CH:19]([C:16]2[CH:17]=[CH:18][C:13]([NH:12][C:6]3[C:7]([C:9]([NH2:11])=[O:10])=[N:8][C:3]([CH2:1][CH3:2])=[C:4]([NH:25][C@H:26]4[CH2:27][CH2:28][C@H:29]([OH:32])[CH2:30][CH2:31]4)[N:5]=3)=[CH:14][CH:15]=2)[CH2:24][CH2:23]1)(=[O:39])[CH3:38]. The catalyst class is: 17. (5) Reactant: C(Cl)CCl.[N:5]1[CH:10]=[CH:9][CH:8]=[C:7](/[CH:11]=[CH:12]/[C:13]([OH:15])=O)[CH:6]=1.[CH3:16][N:17]1[C:25]2[C:20](=[CH:21][CH:22]=[CH:23][CH:24]=2)[CH:19]=[C:18]1[CH2:26][NH:27][CH3:28].C1C=CC2N(O)N=NC=2C=1.O. Product: [CH3:28][N:27]([CH2:26][C:18]1[N:17]([CH3:16])[C:25]2[C:20]([CH:19]=1)=[CH:21][CH:22]=[CH:23][CH:24]=2)[C:13](=[O:15])/[CH:12]=[CH:11]/[C:7]1[CH:6]=[N:5][CH:10]=[CH:9][CH:8]=1. The catalyst class is: 3. (6) Reactant: [C:1]([N:8]1[CH2:14][CH2:13][CH2:12][C@@H:9]1[CH:10]=O)([O:3][C:4]([CH3:7])([CH3:6])[CH3:5])=[O:2].[NH2:15][C:16]1[CH:25]=[CH:24][C:23]([S:26][C:27]2[NH:31][C:30]3[CH:32]=[CH:33][C:34]([Cl:36])=[CH:35][C:29]=3[N:28]=2)=[C:22]2[C:17]=1[C:18](=[O:37])[CH:19]=[CH:20][NH:21]2.C(O[BH-](OC(=O)C)OC(=O)C)(=O)C.[Na+]. Product: [Cl:36][C:34]1[CH:33]=[CH:32][C:30]2[NH:31][C:27]([S:26][C:23]3[CH:24]=[CH:25][C:16]([NH:15][CH2:10][C@H:9]4[CH2:12][CH2:13][CH2:14][N:8]4[C:1]([O:3][C:4]([CH3:7])([CH3:6])[CH3:5])=[O:2])=[C:17]4[C:22]=3[NH:21][CH:20]=[CH:19][C:18]4=[O:37])=[N:28][C:29]=2[CH:35]=1. The catalyst class is: 15.